Regression. Given a peptide amino acid sequence and an MHC pseudo amino acid sequence, predict their binding affinity value. This is MHC class II binding data. From a dataset of Peptide-MHC class II binding affinity with 134,281 pairs from IEDB. (1) The peptide sequence is EKKYFAATQFEPGAA. The MHC is HLA-DPA10301-DPB10402 with pseudo-sequence HLA-DPA10301-DPB10402. The binding affinity (normalized) is 0.725. (2) The peptide sequence is EATTDGLGWYKIEID. The MHC is DRB3_0202 with pseudo-sequence DRB3_0202. The binding affinity (normalized) is 0.0701. (3) The peptide sequence is VEDEARRMWASAQNI. The MHC is DRB5_0101 with pseudo-sequence DRB5_0101. The binding affinity (normalized) is 0.0895. (4) The peptide sequence is YASVEAANASPLQVA. The MHC is HLA-DPA10301-DPB10402 with pseudo-sequence HLA-DPA10301-DPB10402. The binding affinity (normalized) is 0.144. (5) The peptide sequence is VHITDDNEEP. The MHC is DRB1_0301 with pseudo-sequence DRB1_0301. The binding affinity (normalized) is 0.214. (6) The MHC is DRB1_0101 with pseudo-sequence DRB1_0101. The peptide sequence is RTRTNQEELSMMYES. The binding affinity (normalized) is 0.327.